Dataset: NCI-60 drug combinations with 297,098 pairs across 59 cell lines. Task: Regression. Given two drug SMILES strings and cell line genomic features, predict the synergy score measuring deviation from expected non-interaction effect. (1) Drug 1: CC1=C2C(C(=O)C3(C(CC4C(C3C(C(C2(C)C)(CC1OC(=O)C(C(C5=CC=CC=C5)NC(=O)OC(C)(C)C)O)O)OC(=O)C6=CC=CC=C6)(CO4)OC(=O)C)O)C)O. Drug 2: C(CCl)NC(=O)N(CCCl)N=O. Cell line: RPMI-8226. Synergy scores: CSS=53.9, Synergy_ZIP=-6.33, Synergy_Bliss=-9.42, Synergy_Loewe=-36.2, Synergy_HSA=-5.95. (2) Drug 1: CC1=C2C(C(=O)C3(C(CC4C(C3C(C(C2(C)C)(CC1OC(=O)C(C(C5=CC=CC=C5)NC(=O)OC(C)(C)C)O)O)OC(=O)C6=CC=CC=C6)(CO4)OC(=O)C)OC)C)OC. Drug 2: CN1C(=O)N2C=NC(=C2N=N1)C(=O)N. Cell line: SN12C. Synergy scores: CSS=67.2, Synergy_ZIP=16.3, Synergy_Bliss=15.3, Synergy_Loewe=-14.5, Synergy_HSA=15.6. (3) Drug 1: C1=NC2=C(N1)C(=S)N=C(N2)N. Drug 2: CC12CCC3C(C1CCC2O)C(CC4=C3C=CC(=C4)O)CCCCCCCCCS(=O)CCCC(C(F)(F)F)(F)F. Cell line: HCC-2998. Synergy scores: CSS=34.4, Synergy_ZIP=1.20, Synergy_Bliss=-1.23, Synergy_Loewe=-10.5, Synergy_HSA=-3.28. (4) Drug 1: CC1OCC2C(O1)C(C(C(O2)OC3C4COC(=O)C4C(C5=CC6=C(C=C35)OCO6)C7=CC(=C(C(=C7)OC)O)OC)O)O. Drug 2: C1=C(C(=O)NC(=O)N1)N(CCCl)CCCl. Cell line: SK-MEL-2. Synergy scores: CSS=43.0, Synergy_ZIP=2.35, Synergy_Bliss=3.09, Synergy_Loewe=-0.424, Synergy_HSA=4.33.